This data is from Peptide-MHC class I binding affinity with 185,985 pairs from IEDB/IMGT. The task is: Regression. Given a peptide amino acid sequence and an MHC pseudo amino acid sequence, predict their binding affinity value. This is MHC class I binding data. (1) The peptide sequence is CSHLFKGEI. The MHC is H-2-Db with pseudo-sequence H-2-Db. The binding affinity (normalized) is 0.0109. (2) The peptide sequence is QEKNMYELQKL. The MHC is Mamu-B01 with pseudo-sequence Mamu-B01. The binding affinity (normalized) is 0. (3) The peptide sequence is VQGPVGTDF. The MHC is HLA-A23:01 with pseudo-sequence HLA-A23:01. The binding affinity (normalized) is 0.235. (4) The peptide sequence is YMLDMTFPV. The MHC is HLA-A02:19 with pseudo-sequence HLA-A02:19. The binding affinity (normalized) is 1.00. (5) The peptide sequence is VTLDFTKFH. The MHC is HLA-A11:01 with pseudo-sequence HLA-A11:01. The binding affinity (normalized) is 0.506. (6) The peptide sequence is AVKAGACML. The MHC is HLA-B07:02 with pseudo-sequence HLA-B07:02. The binding affinity (normalized) is 0.278.